This data is from Forward reaction prediction with 1.9M reactions from USPTO patents (1976-2016). The task is: Predict the product of the given reaction. (1) Given the reactants [F:1][C:2]1[CH:7]=[CH:6][C:5]([CH2:8][C:9]2[CH:18]=[C:17]3[C:12]([C:13]([OH:34])=[C:14]([C:29](OCC)=[O:30])[C:15](=[O:28])[N:16]3[CH2:19][C:20]([N:22]3[CH2:27][CH2:26][O:25][CH2:24][CH2:23]3)=[O:21])=[N:11][CH:10]=2)=[CH:4][CH:3]=1.[NH2:35][CH:36]([CH3:39])[CH2:37][OH:38], predict the reaction product. The product is: [F:1][C:2]1[CH:3]=[CH:4][C:5]([CH2:8][C:9]2[CH:18]=[C:17]3[C:12]([C:13]([OH:34])=[C:14]([C:29]([NH:35][CH:36]([CH3:39])[CH2:37][OH:38])=[O:30])[C:15](=[O:28])[N:16]3[CH2:19][C:20]([N:22]3[CH2:27][CH2:26][O:25][CH2:24][CH2:23]3)=[O:21])=[N:11][CH:10]=2)=[CH:6][CH:7]=1. (2) Given the reactants [CH3:1][C:2]1[CH:3]=[C:4]([C:19]2[CH:20]=[N:21][C:22]([NH:25][C:26]3([C:29](O)=[O:30])[CH2:28][CH2:27]3)=[N:23][CH:24]=2)[CH:5]=[C:6]([NH:8][C:9]2[N:14]=[C:13]([C:15]([F:18])([F:17])[F:16])[CH:12]=[CH:11][N:10]=2)[CH:7]=1.[Cl-].[NH4+].C(Cl)CCl.C1C=CC2N(O)N=[N:44]C=2C=1.C(N(CC)C(C)C)(C)C, predict the reaction product. The product is: [CH3:1][C:2]1[CH:3]=[C:4]([C:19]2[CH:24]=[N:23][C:22]([NH:25][C:26]3([C:29]([NH2:44])=[O:30])[CH2:28][CH2:27]3)=[N:21][CH:20]=2)[CH:5]=[C:6]([NH:8][C:9]2[N:14]=[C:13]([C:15]([F:18])([F:16])[F:17])[CH:12]=[CH:11][N:10]=2)[CH:7]=1.